From a dataset of Forward reaction prediction with 1.9M reactions from USPTO patents (1976-2016). Predict the product of the given reaction. Given the reactants [CH2:1]1[CH2:6][C@H:5]([C:7]([OH:9])=[O:8])[CH2:4][CH2:3][C@H:2]1[CH2:10][NH2:11].[CH3:12][O:13][C:14]1[CH:15]=[C:16]2[C:21](=[CH:22][CH:23]=1)[CH:20]=[C:19]([C@H:24]([CH3:41])[C:25]([O:27][CH:28](OC(ON1C(=O)CCC1=O)=O)[CH3:29])=[O:26])[CH:18]=[CH:17]2.CC([O:46][CH3:47])(C)C.CC(C)=[O:50].O, predict the reaction product. The product is: [CH3:12][O:13][C:14]1[CH:15]=[C:16]2[C:21](=[CH:22][CH:23]=1)[CH:20]=[C:19]([C@H:24]([CH3:41])[C:25]([O:27][CH2:28][CH2:29][O:50][C:47]([NH:11][CH2:10][C@H:2]1[CH2:3][CH2:4][C@H:5]([C:7]([OH:9])=[O:8])[CH2:6][CH2:1]1)=[O:46])=[O:26])[CH:18]=[CH:17]2.